This data is from Forward reaction prediction with 1.9M reactions from USPTO patents (1976-2016). The task is: Predict the product of the given reaction. (1) Given the reactants Cl.Cl.Cl.[O:4]1[C:12]2[CH:11]=[CH:10][N:9]=[C:8]([N:13]3[CH2:18][CH2:17][N:16]([CH2:19][CH2:20][C@H:21]4[CH2:26][CH2:25][C@H:24]([NH2:27])[CH2:23][CH2:22]4)[CH2:15][CH2:14]3)[C:7]=2[CH2:6][CH2:5]1.[F:28][C:29]([F:40])([F:39])[C:30]1[CH:38]=[CH:37][C:33]([C:34](O)=[O:35])=[CH:32][CH:31]=1, predict the reaction product. The product is: [O:4]1[C:12]2[CH:11]=[CH:10][N:9]=[C:8]([N:13]3[CH2:18][CH2:17][N:16]([CH2:19][CH2:20][C@H:21]4[CH2:26][CH2:25][C@H:24]([NH:27][C:34](=[O:35])[C:33]5[CH:37]=[CH:38][C:30]([C:29]([F:28])([F:39])[F:40])=[CH:31][CH:32]=5)[CH2:23][CH2:22]4)[CH2:15][CH2:14]3)[C:7]=2[CH2:6][CH2:5]1. (2) The product is: [NH2:1][C:2]1[N:7]=[CH:6][N:5]=[C:4]2[N:8]([C@@H:12]3[CH2:16][CH2:15][N:14]([C:17]([O:19][C:20]([CH3:23])([CH3:22])[CH3:21])=[O:18])[CH2:13]3)[N:9]=[C:10]([C:30]3[CH:29]=[CH:28][C:27]([C:40](=[O:41])[C:42]4[CH:47]=[CH:46][CH:45]=[C:44]([F:48])[CH:43]=4)=[CH:26][C:25]=3[F:24])[C:3]=12. Given the reactants [NH2:1][C:2]1[N:7]=[CH:6][N:5]=[C:4]2[N:8]([C@@H:12]3[CH2:16][CH2:15][N:14]([C:17]([O:19][C:20]([CH3:23])([CH3:22])[CH3:21])=[O:18])[CH2:13]3)[N:9]=[C:10](I)[C:3]=12.[F:24][C:25]1[CH:26]=[C:27]([C:40]([C:42]2[CH:47]=[CH:46][CH:45]=[C:44]([F:48])[CH:43]=2)=[O:41])[CH:28]=[CH:29][C:30]=1B1OC(C)(C)C(C)(C)O1.C(=O)([O-])[O-].[Na+].[Na+], predict the reaction product. (3) Given the reactants [CH3:1][O:2][CH2:3][CH:4]([NH:25]C(OC(C)(C)C)=O)[C:5]([NH:7][C:8]1[CH:9]=[CH:10][C:11]2[N:12]([CH:22]([CH3:24])[CH3:23])[C:13]3[C:18]([C:19]=2[C:20]=1[CH3:21])=[CH:17][CH:16]=[CH:15][CH:14]=3)=[O:6].FC(F)(F)C(O)=O.O.C(=O)([O-])[O-].[K+].[K+], predict the reaction product. The product is: [CH3:1][O:2][CH2:3][CH:4]([NH2:25])[C:5]([NH:7][C:8]1[CH:9]=[CH:10][C:11]2[N:12]([CH:22]([CH3:23])[CH3:24])[C:13]3[C:18]([C:19]=2[C:20]=1[CH3:21])=[CH:17][CH:16]=[CH:15][CH:14]=3)=[O:6].